Dataset: Forward reaction prediction with 1.9M reactions from USPTO patents (1976-2016). Task: Predict the product of the given reaction. (1) Given the reactants [OH:1][CH2:2][CH2:3][N:4]1[C:12]2[CH:11]=[CH:10][CH:9]=[CH:8][C:7]=2[C:6]2[CH2:13][CH2:14][N:15]([C:18]([O:20][C:21]([CH3:24])([CH3:23])[CH3:22])=[O:19])[CH2:16][CH2:17][C:5]1=2.[Cl:25][C:26]1[CH:31]=[CH:30][C:29](O)=[CH:28][CH:27]=1.C1(P(C2C=CC=CC=2)C2C=CC=CC=2)C=CC=CC=1.N(C(OCC)=O)=NC(OCC)=O, predict the reaction product. The product is: [Cl:25][C:26]1[CH:31]=[CH:30][C:29]([O:1][CH2:2][CH2:3][N:4]2[C:12]3[CH:11]=[CH:10][CH:9]=[CH:8][C:7]=3[C:6]3[CH2:13][CH2:14][N:15]([C:18]([O:20][C:21]([CH3:24])([CH3:23])[CH3:22])=[O:19])[CH2:16][CH2:17][C:5]2=3)=[CH:28][CH:27]=1. (2) Given the reactants [F:1][C:2]1[C:7]([O:8]C)=[CH:6][CH:5]=[CH:4][C:3]=1[CH2:10][CH2:11][C:12]([O:14][CH2:15][CH3:16])=[O:13].B(Br)(Br)Br, predict the reaction product. The product is: [F:1][C:2]1[C:7]([OH:8])=[CH:6][CH:5]=[CH:4][C:3]=1[CH2:10][CH2:11][C:12]([O:14][CH2:15][CH3:16])=[O:13]. (3) Given the reactants [CH3:1][O:2][C:3]1[CH:4]=[C:5]2[C:9](=[CH:10][CH:11]=1)[C:8](=[O:12])[CH2:7][CH2:6]2.[CH2:13]([O:15][C:16](=[O:24])[N:17]([CH2:21][CH2:22]Br)[CH2:18][CH2:19]Br)[CH3:14].[H-].[Na+], predict the reaction product. The product is: [CH3:1][O:2][C:3]1[CH:4]=[C:5]2[C:9](=[CH:10][CH:11]=1)[C:8](=[O:12])[C:7]1([CH2:22][CH2:21][N:17]([C:16]([O:15][CH2:13][CH3:14])=[O:24])[CH2:18][CH2:19]1)[CH2:6]2. (4) Given the reactants [CH2:1]([O:3][P:4](Cl)(=[O:8])[O:5][CH2:6][CH3:7])[CH3:2].[CH:10]1([Mg]Br)[CH2:12][CH2:11]1.[NH4+].[Cl-], predict the reaction product. The product is: [CH2:1]([O:3][P:4]([CH:10]1[CH2:12][CH2:11]1)(=[O:8])[O:5][CH2:6][CH3:7])[CH3:2]. (5) Given the reactants [CH:1]([C:3]1[CH:4]=[C:5]([C:9]2[CH:16]=[CH:15][C:12]([C:13]#[N:14])=[CH:11][CH:10]=2)[CH:6]=[N:7][CH:8]=1)=O.[CH2:17]([S:19]([NH2:22])(=[O:21])=[O:20])[CH3:18].[NH4+].[Cl-].[C:25]1([CH3:31])C=CC=C[CH:26]=1, predict the reaction product. The product is: [C:13]([C:12]1[CH:15]=[CH:16][C:9]([C:5]2[CH:4]=[C:3]([CH:1]([CH:31]3[CH2:25][CH2:26]3)[NH:22][S:19]([CH2:17][CH3:18])(=[O:21])=[O:20])[CH:8]=[N:7][CH:6]=2)=[CH:10][CH:11]=1)#[N:14]. (6) Given the reactants [NH2:1][C:2]1[CH:10]=[CH:9][C:5]([C:6]([OH:8])=O)=[CH:4][N:3]=1.[NH2:11][CH:12]1[CH2:17][CH2:16][N:15]([CH3:18])[CH2:14][CH2:13]1.CCN(C(C)C)C(C)C.CN(C(ON1N=NC2C=CC=NC1=2)=[N+](C)C)C.F[P-](F)(F)(F)(F)F, predict the reaction product. The product is: [NH2:1][C:2]1[N:3]=[CH:4][C:5]([C:6]([NH:11][CH:12]2[CH2:17][CH2:16][N:15]([CH3:18])[CH2:14][CH2:13]2)=[O:8])=[CH:9][CH:10]=1.